Dataset: Reaction yield outcomes from USPTO patents with 853,638 reactions. Task: Predict the reaction yield, written as a fraction of the theoretical maximum amount of product (1.0 means a 100% yield; for example, 0.34 means a 34% yield). (1) The reactants are [CH3:1][O:2][C:3](=[O:12])[C:4]1[CH:9]=[CH:8][CH:7]=[C:6]([NH2:10])[C:5]=1[NH2:11].[CH3:13][C:14]([CH3:19])([CH3:18])[C:15](Cl)=[O:16]. The catalyst is N1C=CC=CC=1. The product is [CH3:1][O:2][C:3](=[O:12])[C:4]1[CH:9]=[CH:8][CH:7]=[C:6]([NH:10][C:15](=[O:16])[C:14]([CH3:19])([CH3:18])[CH3:13])[C:5]=1[NH2:11]. The yield is 0.780. (2) The reactants are [CH2:1]([O:8][C:9]1[CH:14]=[C:13]([O:15][CH2:16][C:17]2[CH:22]=[CH:21][CH:20]=[CH:19][CH:18]=2)[C:12]([N:23]=[N+:24]=[N-:25])=[CH:11][C:10]=1[CH:26]([CH3:28])[CH3:27])[C:2]1[CH:7]=[CH:6][CH:5]=[CH:4][CH:3]=1.[C:29]([C:31]1[CH:36]=[CH:35][C:34]([CH2:37][OH:38])=[CH:33][CH:32]=1)#[CH:30].CCOC(C)=O.O. The catalyst is CN(C=O)C. The product is [CH2:16]([O:15][C:13]1[CH:14]=[C:9]([O:8][CH2:1][C:2]2[CH:3]=[CH:4][CH:5]=[CH:6][CH:7]=2)[C:10]([CH:26]([CH3:28])[CH3:27])=[CH:11][C:12]=1[N:23]1[C:29]([C:31]2[CH:36]=[CH:35][C:34]([CH2:37][OH:38])=[CH:33][CH:32]=2)=[CH:30][N:25]=[N:24]1)[C:17]1[CH:18]=[CH:19][CH:20]=[CH:21][CH:22]=1. The yield is 0.720. (3) The reactants are [CH:1]([O:4][C:5]1[C:13]([O:14][CH3:15])=[CH:12][CH:11]=[CH:10][C:6]=1[CH2:7][NH:8][CH3:9])([CH3:3])[CH3:2].CNCC1C=CC2C(=CC=CC=2)C=1CCC.[ClH:32].[N:33]1([CH2:39][CH2:40][N:41]2[CH2:46][C:45]3[CH:47]=[C:48](/[CH:51]=[CH:52]/[C:53]([OH:55])=O)[CH:49]=[N:50][C:44]=3[NH:43][C:42]2=[O:56])[CH2:38][CH2:37][O:36][CH2:35][CH2:34]1. No catalyst specified. The product is [ClH:32].[CH:1]([O:4][C:5]1[C:13]([O:14][CH3:15])=[CH:12][CH:11]=[CH:10][C:6]=1[CH2:7][N:8]([CH3:9])[C:53](=[O:55])/[CH:52]=[CH:51]/[C:48]1[CH:49]=[N:50][C:44]2[NH:43][C:42](=[O:56])[N:41]([CH2:40][CH2:39][N:33]3[CH2:34][CH2:35][O:36][CH2:37][CH2:38]3)[CH2:46][C:45]=2[CH:47]=1)([CH3:3])[CH3:2]. The yield is 0.470. (4) The reactants are [CH2:1]([N:3]([CH2:14][CH3:15])[C:4]([CH:6]1[CH2:11][CH2:10][CH2:9][CH:8](Br)[C:7]1=O)=[O:5])[CH3:2].[F:16][CH2:17][CH2:18][NH:19][C:20]1[CH:25]=[CH:24][C:23]([F:26])=[CH:22][CH:21]=1. The catalyst is CC(O)C.[Cl-].[Zn+2].[Cl-]. The product is [CH2:1]([N:3]([CH2:14][CH3:15])[C:4]([CH:6]1[C:7]2[C:25]3[C:20](=[CH:21][CH:22]=[C:23]([F:26])[CH:24]=3)[N:19]([CH2:18][CH2:17][F:16])[C:8]=2[CH2:9][CH2:10][CH2:11]1)=[O:5])[CH3:2]. The yield is 0.100. (5) The reactants are [F:1][C:2]([F:23])([F:22])[O:3][C:4]1[CH:9]=[CH:8][C:7]([N:10]2[CH:14]=[N:13][C:12]([C:15]3[CH:21]=[CH:20][C:18]([NH2:19])=[CH:17][CH:16]=3)=[N:11]2)=[CH:6][CH:5]=1.[C:24](OC(C)(C)C)(=[O:29])[CH2:25][C:26]([CH3:28])=[O:27]. The catalyst is C1(C)C=CC=CC=1. The product is [O:27]=[C:26]([CH3:28])[CH2:25][C:24]([NH:19][C:18]1[CH:20]=[CH:21][C:15]([C:12]2[N:13]=[CH:14][N:10]([C:7]3[CH:6]=[CH:5][C:4]([O:3][C:2]([F:1])([F:22])[F:23])=[CH:9][CH:8]=3)[N:11]=2)=[CH:16][CH:17]=1)=[O:29]. The yield is 0.890. (6) The reactants are [N:1]1[C:5]2[CH:6]=[CH:7][CH:8]=[CH:9][C:4]=2[NH:3][C:2]=1[CH2:10][C:11]#[N:12].[Cl:13][C:14]1[N:19]=[C:18](Cl)[CH:17]=[CH:16][N:15]=1. No catalyst specified. The product is [Cl:13][C:14]1[N:19]=[C:18]([CH:10]([CH:2]2[NH:1][C:5]3[CH:6]=[CH:7][CH:8]=[CH:9][C:4]=3[NH:3]2)[C:11]#[N:12])[CH:17]=[CH:16][N:15]=1. The yield is 0.550. (7) The reactants are [Br:1][C:2]1[C:10]2[C:5](=[N:6][CH:7]=[CH:8][C:9]=2[O:11][C:12]2[CH:17]=[CH:16][C:15]([C:18]3[NH:22][C:21]4[CH:23]=[CH:24][CH:25]=[CH:26][C:20]=4[N:19]=3)=[CH:14][CH:13]=2)[N:4]([CH2:27][C:28]2[CH:33]=[CH:32][C:31]([O:34][CH3:35])=[CH:30][CH:29]=2)[N:3]=1.C([O-])([O-])=O.[K+].[K+].Cl[CH2:43][C:44]1[CH:49]=[CH:48][C:47]([O:50][CH3:51])=[CH:46][CH:45]=1.O. The catalyst is CN(C=O)C. The product is [Br:1][C:2]1[C:10]2[C:5](=[N:6][CH:7]=[CH:8][C:9]=2[O:11][C:12]2[CH:13]=[CH:14][C:15]([C:18]3[N:22]([CH2:43][C:44]4[CH:49]=[CH:48][C:47]([O:50][CH3:51])=[CH:46][CH:45]=4)[C:21]4[CH:23]=[CH:24][CH:25]=[CH:26][C:20]=4[N:19]=3)=[CH:16][CH:17]=2)[N:4]([CH2:27][C:28]2[CH:29]=[CH:30][C:31]([O:34][CH3:35])=[CH:32][CH:33]=2)[N:3]=1. The yield is 0.230. (8) The reactants are [CH3:13][C:12]([O:11][C:9](O[C:9]([O:11][C:12]([CH3:15])([CH3:14])[CH3:13])=[O:10])=[O:10])([CH3:15])[CH3:14].[NH2:16][CH2:17][C:18]1[CH:23]=[CH:22][C:21]([C:24]2[CH:29]=[CH:28][CH:27]=[CH:26][C:25]=2[O:30][CH2:31][CH3:32])=[C:20]([NH2:33])[CH:19]=1. The catalyst is O1CCOCC1. The product is [C:12]([O:11][C:9](=[O:10])[NH:16][CH2:17][C:18]1[CH:23]=[CH:22][C:21]([C:24]2[CH:29]=[CH:28][CH:27]=[CH:26][C:25]=2[O:30][CH2:31][CH3:32])=[C:20]([NH2:33])[CH:19]=1)([CH3:13])([CH3:14])[CH3:15]. The yield is 0.310. (9) The reactants are [N:1]1[C:10]2[C:9](=O)[CH2:8][CH2:7][CH2:6][C:5]=2[CH:4]=[CH:3][CH:2]=1.Cl.[NH2:13][OH:14]. No catalyst specified. The product is [N:1]1[C:10]2[C:9](=[N:13][OH:14])[CH2:8][CH2:7][CH2:6][C:5]=2[CH:4]=[CH:3][CH:2]=1. The yield is 0.960. (10) The reactants are Br[C:2]1[CH:13]=[N:12][C:5]2[NH:6][CH2:7][C:8](=[O:11])[NH:9][CH2:10][C:4]=2[CH:3]=1.[C:14]([O:18][C:19]([CH3:22])([CH3:21])[CH3:20])(=[O:17])[CH:15]=[CH2:16].C(N(C(C)C)CC)(C)C. The catalyst is CN(C=O)C.C([O-])(=O)C.[Pd+2].C([O-])(=O)C. The product is [C:19]([O:18][C:14](=[O:17])[CH:15]=[CH:16][C:2]1[CH:13]=[N:12][C:5]2[NH:6][CH2:7][C:8](=[O:11])[NH:9][CH2:10][C:4]=2[CH:3]=1)([CH3:22])([CH3:21])[CH3:20]. The yield is 0.520.